Dataset: Forward reaction prediction with 1.9M reactions from USPTO patents (1976-2016). Task: Predict the product of the given reaction. (1) The product is: [ClH:19].[CH3:18][O:17][CH2:16][CH:4]([CH2:3][O:2][CH3:1])[O:5][CH2:6][CH2:7][NH2:8]. Given the reactants [CH3:1][O:2][CH2:3][CH:4]([CH2:16][O:17][CH3:18])[O:5][CH2:6][CH2:7][NH:8]C(=O)OC(C)(C)C.[ClH:19], predict the reaction product. (2) Given the reactants C(O[C:4]([C:6]1[N:11]2[N:12]=[C:13]([NH2:15])[N:14]=[C:10]2[CH:9]=[C:8]([C:16]2[CH:17]=[N:18][CH:19]=[CH:20][CH:21]=2)[CH:7]=1)=[O:5])C.[CH2:22]([NH2:24])[CH3:23], predict the reaction product. The product is: [CH2:22]([NH:24][C:4]([C:6]1[N:11]2[N:12]=[C:13]([NH2:15])[N:14]=[C:10]2[CH:9]=[C:8]([C:16]2[CH:17]=[N:18][CH:19]=[CH:20][CH:21]=2)[CH:7]=1)=[O:5])[CH3:23]. (3) Given the reactants B.[CH:2]([O:5][C:6]1[N:11]=[CH:10][C:9]([O:12][C:13]2[CH:18]=[CH:17][C:16]([CH2:19][CH2:20][C@H:21]([NH2:25])[CH:22]([CH3:24])[CH3:23])=[CH:15][CH:14]=2)=[CH:8][CH:7]=1)([CH3:4])[CH3:3].C1COCC1.C(ON=C(C(C)C)CCC1C=CC(OC2C=NC(OC(C)C)=CC=2)=CC=1)C1C=CC=CC=1.O1CCOB1OC(C1C=CC=CC=1)(C1C=CC=CC=1)[C@@H](N)C(C)C.B.C1COCC1.Cl.[OH-].[Na+], predict the reaction product. The product is: [CH:2]([O:5][C:6]1[N:11]=[CH:10][C:9]([O:12][C:13]2[CH:18]=[CH:17][C:16]([CH2:19][CH2:20][C@@H:21]([NH2:25])[CH:22]([CH3:24])[CH3:23])=[CH:15][CH:14]=2)=[CH:8][CH:7]=1)([CH3:4])[CH3:3]. (4) Given the reactants [CH2:1]([O:8][C:9]1[CH:10]=[C:11]2[C:16](=[CH:17][C:18]=1[O:19][CH3:20])[N:15]=[CH:14][N:13]=[C:12]2Cl)[C:2]1[CH:7]=[CH:6][CH:5]=[CH:4][CH:3]=1.[NH2:22][C:23]1[CH:24]=[C:25]([OH:29])[CH:26]=[CH:27][CH:28]=1.C([O-])([O-])=O.[Cs+].[Cs+], predict the reaction product. The product is: [CH2:1]([O:8][C:9]1[CH:10]=[C:11]2[C:16](=[CH:17][C:18]=1[O:19][CH3:20])[N:15]=[CH:14][N:13]=[C:12]2[O:29][C:25]1[CH:24]=[C:23]([CH:28]=[CH:27][CH:26]=1)[NH2:22])[C:2]1[CH:7]=[CH:6][CH:5]=[CH:4][CH:3]=1. (5) Given the reactants [Cl-].[CH3:2][S+](C)(C)=O.[H-].[Na+].[CH3:9][O:10][C:11]([C:13]1[S:14][C:15]([C:35]#[C:36][C:37]([CH3:40])([CH3:39])[CH3:38])=[CH:16][C:17]=1[N:18]([C:26]([C@@H:28]1[CH2:33][CH2:32][C:31]([CH3:34])=[CH:30][CH2:29]1)=[O:27])[CH:19]1[CH2:24][CH2:23][C:22](=[O:25])[CH2:21][CH2:20]1)=[O:12].C(O)(=O)CC(CC(O)=O)(C(O)=O)O, predict the reaction product. The product is: [CH3:9][O:10][C:11]([C:13]1[S:14][C:15]([C:35]#[C:36][C:37]([CH3:40])([CH3:39])[CH3:38])=[CH:16][C:17]=1[N:18]([C:26]([C@@H:28]1[CH2:33][CH2:32][C:31]([CH3:34])=[CH:30][CH2:29]1)=[O:27])[CH:19]1[CH2:20][CH2:21][C:22]2([O:25][CH2:2]2)[CH2:23][CH2:24]1)=[O:12]. (6) Given the reactants [CH2:1]([O:8][C:9]1[CH:10]=[CH:11][CH:12]=[C:13]2[C:17]=1[NH:16][CH:15]=[C:14]2[CH2:18][C:19](O)=[O:20])[C:2]1[CH:7]=[CH:6][CH:5]=[CH:4][CH:3]=1.B.CO, predict the reaction product. The product is: [CH2:1]([O:8][C:9]1[CH:10]=[CH:11][CH:12]=[C:13]2[C:17]=1[NH:16][CH:15]=[C:14]2[CH2:18][CH2:19][OH:20])[C:2]1[CH:7]=[CH:6][CH:5]=[CH:4][CH:3]=1. (7) Given the reactants [Br:1][C:2]1[CH:3]=[C:4]2[C:8](=[CH:9][CH:10]=1)[NH:7][C:6](=[O:11])[CH2:5]2.[C:12]1([C:18](=O)[C:19]([O:21]C)=[O:20])[CH:17]=[CH:16][CH:15]=[CH:14][CH:13]=1, predict the reaction product. The product is: [Br:1][C:2]1[CH:3]=[C:4]2[C:8](=[CH:9][CH:10]=1)[NH:7][C:6](=[O:11])[C:5]2=[C:18]([C:12]1[CH:17]=[CH:16][CH:15]=[CH:14][CH:13]=1)[C:19]([OH:21])=[O:20].